Dataset: Reaction yield outcomes from USPTO patents with 853,638 reactions. Task: Predict the reaction yield, written as a fraction of the theoretical maximum amount of product (1.0 means a 100% yield; for example, 0.34 means a 34% yield). (1) The reactants are Br[C:2]1[CH:3]=[C:4]2[C:9](=[CH:10][C:11]=1[Cl:12])[N:8]=[C:7]([CH3:13])[N:6]=[C:5]2[N:14]1[CH2:19][CH2:18][N:17]([C:20]([O:22][C:23]([CH3:26])([CH3:25])[CH3:24])=[O:21])[CH:16]([C:27](=[O:29])[NH2:28])[CH2:15]1.[Cl:30][C:31]1[CH:36]=[CH:35][C:34](B(O)O)=[CH:33][CH:32]=1.C([O-])([O-])=O.[Na+].[Na+]. The catalyst is O1CCOCC1.C1C=CC([P]([Pd]([P](C2C=CC=CC=2)(C2C=CC=CC=2)C2C=CC=CC=2)([P](C2C=CC=CC=2)(C2C=CC=CC=2)C2C=CC=CC=2)[P](C2C=CC=CC=2)(C2C=CC=CC=2)C2C=CC=CC=2)(C2C=CC=CC=2)C2C=CC=CC=2)=CC=1. The product is [C:27]([CH:16]1[CH2:15][N:14]([C:5]2[C:4]3[C:9](=[CH:10][C:11]([Cl:12])=[C:2]([C:34]4[CH:35]=[CH:36][C:31]([Cl:30])=[CH:32][CH:33]=4)[CH:3]=3)[N:8]=[C:7]([CH3:13])[N:6]=2)[CH2:19][CH2:18][N:17]1[C:20]([O:22][C:23]([CH3:24])([CH3:26])[CH3:25])=[O:21])(=[O:29])[NH2:28]. The yield is 0.950. (2) The reactants are [NH2:1][C:2]1[C:7]2=[C:8]([C:24]3[CH:25]=[CH:26][C:27]4[C:31]([CH:32]=3)=[N:30][N:29]([CH2:33][C:34]3[CH:39]=[CH:38][CH:37]=[CH:36][CH:35]=3)[CH:28]=4)[CH:9]=[C:10]([C:11]3[CH2:12][CH2:13][N:14](C(OC(C)(C)C)=O)[CH2:15][CH:16]=3)[N:6]2[N:5]=[CH:4][N:3]=1.Cl. The catalyst is CO.O1CCOCC1. The product is [CH2:33]([N:29]1[CH:28]=[C:27]2[C:31]([CH:32]=[C:24]([C:8]3[CH:9]=[C:10]([C:11]4[CH2:12][CH2:13][NH:14][CH2:15][CH:16]=4)[N:6]4[C:7]=3[C:2]([NH2:1])=[N:3][CH:4]=[N:5]4)[CH:25]=[CH:26]2)=[N:30]1)[C:34]1[CH:35]=[CH:36][CH:37]=[CH:38][CH:39]=1. The yield is 0.960. (3) The reactants are Cl[CH2:2][C:3]1[CH:4]=[C:5]([C:9]2[S:17][C:16]3[C:11](=[N:12][CH:13]=[CH:14][C:15]=3[O:18][C:19]3[CH:24]=[CH:23][C:22]([N+:25]([O-:27])=[O:26])=[CH:21][C:20]=3[F:28])[CH:10]=2)[CH:6]=[CH:7][CH:8]=1.[CH3:29][NH:30][CH3:31]. The catalyst is CN(C)C=O. The product is [F:28][C:20]1[CH:21]=[C:22]([N+:25]([O-:27])=[O:26])[CH:23]=[CH:24][C:19]=1[O:18][C:15]1[CH:14]=[CH:13][N:12]=[C:11]2[CH:10]=[C:9]([C:5]3[CH:4]=[C:3]([CH2:2][N:30]([CH3:31])[CH3:29])[CH:8]=[CH:7][CH:6]=3)[S:17][C:16]=12. The yield is 0.480. (4) The reactants are C1CO[C:8]2[CH:7]=[CH:6][C:5]([NH:11][C:12]3[C:17]([F:18])=[CH:16][N:15]=[C:14]([NH:19][C:20]4[CH:25]=[CH:24][CH:23]=[C:22](O)[CH:21]=4)[N:13]=3)=[CH:4][C:3]=2[O:2]1.ClC1N=C(NC2C=CC=C(O)C=2)C(F)=C[N:29]=1.N1C=CC=CC=1CN. No catalyst specified. The product is [F:18][C:17]1[C:12]([NH:11][C:5]2[CH:6]=[CH:7][CH:8]=[C:3]([OH:2])[CH:4]=2)=[N:13][C:14]([NH:19][CH2:20][C:25]2[CH:24]=[CH:23][CH:22]=[CH:21][N:29]=2)=[N:15][CH:16]=1. The yield is 0.620. (5) The reactants are [C:1]([CH2:3][C:4]([NH:6][C:7]1[CH:12]=[CH:11][CH:10]=[CH:9][CH:8]=1)=[O:5])#[N:2].CO[CH:15]=[CH:16][C:17](=O)[CH3:18].N12CCN(CC1)CC2. The catalyst is COCCOCCO. The product is [CH3:15][C:16]1[N:6]([C:7]2[CH:12]=[CH:11][CH:10]=[CH:9][CH:8]=2)[C:4](=[O:5])[C:3]([C:1]#[N:2])=[CH:18][CH:17]=1. The yield is 0.630. (6) The reactants are FC(F)(F)C(O)=O.C(OC([N:15]1[CH2:20][CH2:19][N:18]([C:21]([CH2:30][NH:31][S:32]([C:35]2[CH:40]=[CH:39][C:38]([O:41][CH2:42][C:43]#[C:44][CH3:45])=[CH:37][CH:36]=2)(=[O:34])=[O:33])([C:26]([O:28][CH3:29])=[O:27])[C:22]([O:24][CH3:25])=[O:23])[CH2:17][CH2:16]1)=O)(C)(C)C.C(=O)([O-])O.[Na+]. The catalyst is ClCCl. The product is [CH2:42]([O:41][C:38]1[CH:39]=[CH:40][C:35]([S:32]([NH:31][CH2:30][C:21]([N:18]2[CH2:17][CH2:16][NH:15][CH2:20][CH2:19]2)([C:22]([O:24][CH3:25])=[O:23])[C:26]([O:28][CH3:29])=[O:27])(=[O:34])=[O:33])=[CH:36][CH:37]=1)[C:43]#[C:44][CH3:45]. The yield is 0.980. (7) The reactants are [C:1]([O:5][C:6]([N:8]1[C:16]2[C:11](=[CH:12][C:13]([N+:17]([O-])=O)=[CH:14][CH:15]=2)[CH:10]=[CH:9]1)=[O:7])([CH3:4])([CH3:3])[CH3:2]. The catalyst is CO.CCOC(C)=O.[OH-].[OH-].[Pd+2]. The product is [C:1]([O:5][C:6]([N:8]1[C:16]2[C:11](=[CH:12][C:13]([NH2:17])=[CH:14][CH:15]=2)[CH2:10][CH2:9]1)=[O:7])([CH3:4])([CH3:2])[CH3:3]. The yield is 0.980. (8) The reactants are [CH:1]([Si:4]([CH:37]([CH3:39])[CH3:38])([CH:34]([CH3:36])[CH3:35])[O:5][CH2:6][CH:7]1[CH2:12][CH2:11][N:10]([C:13]2[N:17]3[CH:18]=[C:19]([O:22][C@H:23]4[C:32]5[C:27](=[CH:28][CH:29]=[CH:30][CH:31]=5)[C@@H:26]([NH2:33])[CH2:25][CH2:24]4)[CH:20]=[CH:21][C:16]3=[N:15][N:14]=2)[CH2:9][CH2:8]1)([CH3:3])[CH3:2].ClC(Cl)(Cl)C[O:43][C:44](=O)[NH:45][C:46]1[N:47]([C:55]2[CH:60]=[CH:59][C:58]([CH3:61])=[CH:57][CH:56]=2)[N:48]=[C:49]([C:51]([CH3:54])([CH3:53])[CH3:52])[CH:50]=1.CCN(C(C)C)C(C)C. The catalyst is O1CCOCC1. The product is [C:51]([C:49]1[CH:50]=[C:46]([NH:45][C:44]([NH:33][C@@H:26]2[C:27]3[C:32](=[CH:31][CH:30]=[CH:29][CH:28]=3)[C@H:23]([O:22][C:19]3[CH:20]=[CH:21][C:16]4[N:17]([C:13]([N:10]5[CH2:11][CH2:12][CH:7]([CH2:6][O:5][Si:4]([CH:1]([CH3:2])[CH3:3])([CH:34]([CH3:36])[CH3:35])[CH:37]([CH3:39])[CH3:38])[CH2:8][CH2:9]5)=[N:14][N:15]=4)[CH:18]=3)[CH2:24][CH2:25]2)=[O:43])[N:47]([C:55]2[CH:60]=[CH:59][C:58]([CH3:61])=[CH:57][CH:56]=2)[N:48]=1)([CH3:54])([CH3:52])[CH3:53]. The yield is 0.860.